This data is from Reaction yield outcomes from USPTO patents with 853,638 reactions. The task is: Predict the reaction yield, written as a fraction of the theoretical maximum amount of product (1.0 means a 100% yield; for example, 0.34 means a 34% yield). (1) The reactants are [F:1][C:2]1[CH:10]=[CH:9][C:5]([C:6]([OH:8])=[O:7])=[CH:4][C:3]=1[CH3:11].Cl.[CH3:13]O. No catalyst specified. The yield is 0.837. The product is [CH3:13][O:7][C:6](=[O:8])[C:5]1[CH:9]=[CH:10][C:2]([F:1])=[C:3]([CH3:11])[CH:4]=1. (2) The reactants are O[C:2]([C:14]1[C:15]([NH:20][C:21](=[O:26])[C:22](C)(C)C)=[N:16][CH:17]=[CH:18][CH:19]=1)([CH:11]([CH3:13])[CH3:12])CC(OC(C)(C)C)=O. The catalyst is Cl. The product is [CH:11]([C:2]1[C:14]2[C:15](=[N:16][CH:17]=[CH:18][CH:19]=2)[NH:20][C:21](=[O:26])[CH:22]=1)([CH3:12])[CH3:13]. The yield is 0.410.